This data is from Peptide-MHC class I binding affinity with 185,985 pairs from IEDB/IMGT. The task is: Regression. Given a peptide amino acid sequence and an MHC pseudo amino acid sequence, predict their binding affinity value. This is MHC class I binding data. (1) The peptide sequence is GRDHVRVTL. The MHC is HLA-B07:02 with pseudo-sequence HLA-B07:02. The binding affinity (normalized) is 0.0847. (2) The peptide sequence is MTFPVSLEY. The binding affinity (normalized) is 0.680. The MHC is HLA-A25:01 with pseudo-sequence HLA-A25:01. (3) The peptide sequence is RDPDEFKTL. The MHC is HLA-B44:03 with pseudo-sequence HLA-B44:03. The binding affinity (normalized) is 0. (4) The peptide sequence is QPQQSPQFF. The MHC is HLA-A11:01 with pseudo-sequence HLA-A11:01. The binding affinity (normalized) is 0.0847. (5) The peptide sequence is VIANSTNAT. The MHC is HLA-A68:02 with pseudo-sequence HLA-A68:02. The binding affinity (normalized) is 0.0847. (6) The peptide sequence is KIDTTHVSKV. The MHC is HLA-A02:01 with pseudo-sequence HLA-A02:01. The binding affinity (normalized) is 0.508.